From a dataset of Forward reaction prediction with 1.9M reactions from USPTO patents (1976-2016). Predict the product of the given reaction. (1) Given the reactants [C:1]([O:11][C:12]([CH3:15])([CH3:14])[CH3:13])(=[O:10])[CH2:2][C:3]([O:5][C:6]([CH3:9])([CH3:8])[CH3:7])=[O:4].[H-].[Na+].Br[C:19]1[CH:24]=[CH:23][C:22]([CH:25]2[O:29][CH2:28][CH2:27][O:26]2)=[C:21]([F:30])[CH:20]=1.[NH4+].[Cl-], predict the reaction product. The product is: [O:26]1[CH2:27][CH2:28][O:29][CH:25]1[C:22]1[CH:23]=[CH:24][C:19]([CH:2]([C:3]([O:5][C:6]([CH3:7])([CH3:8])[CH3:9])=[O:4])[C:1]([O:11][C:12]([CH3:15])([CH3:14])[CH3:13])=[O:10])=[CH:20][C:21]=1[F:30]. (2) Given the reactants [H-].[Na+].[C:3]([O:11][CH2:12][CH3:13])(=[O:10])[CH2:4][C:5](OCC)=O.ClC1[C:20]([N+:21]([O-:23])=[O:22])=[CH:19][CH:18]=[CH:17][N:16]=1.[Cl-].[NH4+].[Cl-].[Li+], predict the reaction product. The product is: [N+:21]([C:20]1[C:5]([CH2:4][C:3]([O:11][CH2:12][CH3:13])=[O:10])=[N:16][CH:17]=[CH:18][CH:19]=1)([O-:23])=[O:22]. (3) Given the reactants [C:1]([N:4]1[C:13]2[C:8](=[CH:9][CH:10]=[CH:11][CH:12]=2)[C:7](=O)[CH2:6][CH:5]1[CH3:15])(=[O:3])[CH3:2].[NH2:16][C:17]1[CH:18]=[CH:19][C:20]2[O:24][CH:23]=[N:22][C:21]=2[CH:25]=1.C(N(CC)CC)C, predict the reaction product. The product is: [C:1]([N:4]1[C:13]2[C:8](=[CH:9][CH:10]=[CH:11][CH:12]=2)[C:7](=[N:16][C:17]2[CH:18]=[CH:19][C:20]3[O:24][CH:23]=[N:22][C:21]=3[CH:25]=2)[CH2:6][CH:5]1[CH3:15])(=[O:3])[CH3:2]. (4) Given the reactants [C:1]([C:3]1[CH:8]=[CH:7][C:6]([CH2:9][C:10]([O:12][C:13]([CH3:16])(C)C)=[O:11])=[C:5]([O:17][CH3:18])[CH:4]=1)#[N:2].Cl.O1CCOCC1.C(C1C=CC(CC(OCC)=O)=C(OC)C=1)#N.C(O[CH:45](OCC)[N:46]([CH3:48])[CH3:47])C, predict the reaction product. The product is: [C:1]([C:3]1[CH:8]=[CH:7][C:6]([C:9](=[CH:45][N:46]([CH3:48])[CH3:47])[C:10]([O:12][CH2:13][CH3:16])=[O:11])=[C:5]([O:17][CH3:18])[CH:4]=1)#[N:2]. (5) Given the reactants C(O)(C(F)(F)F)=O.[F:8][C:9]1([F:45])[CH2:11][CH:10]1[C:12]([NH:14][C:15]1[CH:23]=[CH:22][CH:21]=[C:20]2[C:16]=1[C:17]([C:30]1[NH:34][C:33]3[CH:35]=[CH:36][C:37]([N:39]4[CH2:44][CH2:43][O:42][CH2:41][CH2:40]4)=[CH:38][C:32]=3[N:31]=1)=[N:18][N:19]2C1CCCCO1)=[O:13], predict the reaction product. The product is: [F:45][C:9]1([F:8])[CH2:11][CH:10]1[C:12]([NH:14][C:15]1[CH:23]=[CH:22][CH:21]=[C:20]2[C:16]=1[C:17]([C:30]1[NH:31][C:32]3[CH:38]=[C:37]([N:39]4[CH2:40][CH2:41][O:42][CH2:43][CH2:44]4)[CH:36]=[CH:35][C:33]=3[N:34]=1)=[N:18][NH:19]2)=[O:13]. (6) Given the reactants CC(OC(/N=N/C(OC(C)C)=O)=O)C.[CH2:15]([N:17]1[C:23]2[N:24]=[CH:25][C:26]([CH2:28][CH2:29][OH:30])=[CH:27][C:22]=2[C:21](=[O:31])[N:20]([CH3:32])[C:19]2[CH:33]=[CH:34][CH:35]=[N:36][C:18]1=2)[CH3:16].O[C:38]1[CH:43]=[CH:42][C:41]([C:44]2[O:48][C:47]([CH3:49])=[C:46]([C:50]([O:52][CH2:53][CH3:54])=[O:51])[CH:45]=2)=[CH:40][CH:39]=1.C1C=CC(P(C2C=CC=CC=2)C2C=CC=CC=2)=CC=1, predict the reaction product. The product is: [CH2:15]([N:17]1[C:23]2[N:24]=[CH:25][C:26]([CH2:28][CH2:29][O:30][C:38]3[CH:39]=[CH:40][C:41]([C:44]4[O:48][C:47]([CH3:49])=[C:46]([C:50]([O:52][CH2:53][CH3:54])=[O:51])[CH:45]=4)=[CH:42][CH:43]=3)=[CH:27][C:22]=2[C:21](=[O:31])[N:20]([CH3:32])[C:19]2[CH:33]=[CH:34][CH:35]=[N:36][C:18]1=2)[CH3:16]. (7) Given the reactants Cl[C:2]1[N:7]=[C:6]([NH:8][C:9]2[N:14]=[CH:13][C:12]3[N:15]=[C:16]([CH3:21])[N:17]([CH:18]([CH3:20])[CH3:19])[C:11]=3[CH:10]=2)[CH:5]=[CH:4][N:3]=1.[CH3:22][C:23]([OH:40])([CH3:39])[CH2:24][N:25]1[CH:29]=[C:28](B2OC(C)(C)C(C)(C)O2)[CH:27]=[N:26]1.C(=O)([O-])[O-].[K+].[K+].O1CCOCC1, predict the reaction product. The product is: [CH:18]([N:17]1[C:11]2[CH:10]=[C:9]([NH:8][C:6]3[CH:5]=[CH:4][N:3]=[C:2]([C:28]4[CH:27]=[N:26][N:25]([CH2:24][C:23]([CH3:39])([OH:40])[CH3:22])[CH:29]=4)[N:7]=3)[N:14]=[CH:13][C:12]=2[N:15]=[C:16]1[CH3:21])([CH3:20])[CH3:19]. (8) Given the reactants [ClH:1].[CH3:2][NH:3][CH2:4][CH2:5][CH2:6][C:7]([OH:9])=[O:8].S(=O)(=O)(O)O.[CH2:15](O)[CH3:16], predict the reaction product. The product is: [ClH:1].[CH3:2][NH:3][CH2:4][CH2:5][CH2:6][C:7]([O:9][CH2:15][CH3:16])=[O:8].